Dataset: Full USPTO retrosynthesis dataset with 1.9M reactions from patents (1976-2016). Task: Predict the reactants needed to synthesize the given product. (1) The reactants are: [NH2:1][C:2]1[S:3][CH:4]=[CH:5][N:6]=1.[Br:7][CH2:8][CH:9]1[CH2:14][CH2:13][CH2:12][CH2:11][O:10]1. Given the product [BrH:7].[O:10]1[CH2:11][CH2:12][CH2:13][CH2:14][CH:9]1[CH2:8][N:6]1[CH:5]=[CH:4][S:3][C:2]1=[NH:1], predict the reactants needed to synthesize it. (2) The reactants are: [Br:1][C:2]1[CH:9]=[CH:8][C:5]([CH2:6]Br)=[CH:4][CH:3]=1.[CH3:10][NH:11][CH2:12][CH:13]([OH:20])[C:14]1[CH:19]=[CH:18][CH:17]=[CH:16][CH:15]=1.C(=O)([O-])[O-].[K+].[K+]. Given the product [Br:1][C:2]1[CH:9]=[CH:8][C:5]([CH2:6][N:11]([CH3:10])[CH2:12][CH:13]([C:14]2[CH:19]=[CH:18][CH:17]=[CH:16][CH:15]=2)[OH:20])=[CH:4][CH:3]=1, predict the reactants needed to synthesize it. (3) Given the product [Br:1][C:2]1[CH:7]=[CH:6][C:5]([C:8]([F:10])([F:11])[F:9])=[CH:4][C:3]=1[CH2:12][O:13][Si:22]([CH:26]([CH3:28])[CH3:27])([CH:23]([CH3:25])[CH3:24])[CH:19]([CH3:21])[CH3:20], predict the reactants needed to synthesize it. The reactants are: [Br:1][C:2]1[CH:7]=[CH:6][C:5]([C:8]([F:11])([F:10])[F:9])=[CH:4][C:3]=1[CH2:12][OH:13].N1C=CN=C1.[CH:19]([Si:22](Cl)([CH:26]([CH3:28])[CH3:27])[CH:23]([CH3:25])[CH3:24])([CH3:21])[CH3:20]. (4) Given the product [CH3:3][O:4][C:5]1[CH:10]=[CH:9][C:8]2[C:11]3[N:12]([CH2:26][CH2:27][CH2:28][CH2:29][CH2:30][Cl:31])[C:13]4[C:18]([C:19]=3[CH2:20][CH2:21][S:22][C:7]=2[CH:6]=1)=[CH:17][C:16]([O:23][CH3:24])=[CH:15][CH:14]=4, predict the reactants needed to synthesize it. The reactants are: [H-].[Na+].[CH3:3][O:4][C:5]1[CH:10]=[CH:9][C:8]2[C:11]3[NH:12][C:13]4[C:18]([C:19]=3[CH2:20][CH2:21][S:22][C:7]=2[CH:6]=1)=[CH:17][C:16]([O:23][CH3:24])=[CH:15][CH:14]=4.Br[CH2:26][CH2:27][CH2:28][CH2:29][CH2:30][Cl:31].O. (5) Given the product [NH2:1][CH:2]([CH2:8][C:9]1[CH:14]=[C:13]([F:15])[C:12]([F:16])=[CH:11][C:10]=1[F:17])[CH2:3][C:4]([OH:6])=[O:5], predict the reactants needed to synthesize it. The reactants are: [NH2:1][CH:2]([CH2:8][C:9]1[CH:14]=[C:13]([F:15])[C:12]([F:16])=[CH:11][C:10]=1[F:17])[CH2:3][C:4]([O:6]C)=[O:5].O=C(CC1C=C(F)C(F)=CC=1F)CC(OC)=O.[OH-].[Na+].